This data is from Forward reaction prediction with 1.9M reactions from USPTO patents (1976-2016). The task is: Predict the product of the given reaction. (1) Given the reactants I[C:2]1[CH:3]=[C:4]2[C:8](=[CH:9][CH:10]=1)[N:7]([CH:11]1[CH2:16][CH2:15][CH2:14][CH2:13][O:12]1)[N:6]=[C:5]2[CH2:17][N:18]([CH3:30])[CH2:19][CH2:20][N:21]([CH3:29])[C:22](=[O:28])[O:23][C:24]([CH3:27])([CH3:26])[CH3:25].[Cl:31][C:32]1[CH:33]=[C:34]([OH:38])[CH:35]=[CH:36][CH:37]=1.C(=O)([O-])[O-].[K+].[K+].CN(C=O)C, predict the reaction product. The product is: [Cl:31][C:32]1[CH:33]=[C:34]([CH:35]=[CH:36][CH:37]=1)[O:38][C:2]1[CH:3]=[C:4]2[C:8](=[CH:9][CH:10]=1)[N:7]([CH:11]1[CH2:16][CH2:15][CH2:14][CH2:13][O:12]1)[N:6]=[C:5]2[CH2:17][N:18]([CH3:30])[CH2:19][CH2:20][N:21]([CH3:29])[C:22](=[O:28])[O:23][C:24]([CH3:27])([CH3:26])[CH3:25]. (2) Given the reactants [NH2:1][C:2]1[C:3]([NH:20][C:21]2[CH:22]=[C:23]([NH:27][C:28](=[O:34])[O:29][C:30]([CH3:33])([CH3:32])[CH3:31])[CH:24]=[CH:25][CH:26]=2)=[N:4][C:5]([NH:8][C:9]2[CH:14]=[CH:13][C:12]([O:15][CH2:16][CH2:17][O:18][CH3:19])=[CH:11][CH:10]=2)=[N:6][CH:7]=1.Cl[C:36](Cl)([O:38]C(=O)OC(Cl)(Cl)Cl)Cl, predict the reaction product. The product is: [CH3:19][O:18][CH2:17][CH2:16][O:15][C:12]1[CH:13]=[CH:14][C:9]([NH:8][C:5]2[N:4]=[C:3]3[C:2]([NH:1][C:36](=[O:38])[N:20]3[C:21]3[CH:22]=[C:23]([NH:27][C:28](=[O:34])[O:29][C:30]([CH3:31])([CH3:33])[CH3:32])[CH:24]=[CH:25][CH:26]=3)=[CH:7][N:6]=2)=[CH:10][CH:11]=1. (3) Given the reactants [CH2:1]([O:3][CH2:4][CH2:5][O:6][C:7]1[CH:12]=[C:11]([CH3:13])[C:10]([C:14]2[CH:19]=[CH:18][CH:17]=[C:16]([CH2:20][NH:21][C:22]3[CH:27]=[CH:26][C:25]([CH:28]4[CH2:30][CH:29]4[C:31]([O:33]CC)=[O:32])=[C:24]([F:36])[CH:23]=3)[CH:15]=2)=[C:9]([CH3:37])[CH:8]=1)[CH3:2].[OH-].[Na+].C(O)(=O)CC(CC(O)=O)(C(O)=O)O.[ClH:53].C(OCC)(=O)C, predict the reaction product. The product is: [ClH:53].[CH2:1]([O:3][CH2:4][CH2:5][O:6][C:7]1[CH:8]=[C:9]([CH3:37])[C:10]([C:14]2[CH:19]=[CH:18][CH:17]=[C:16]([CH2:20][NH:21][C:22]3[CH:27]=[CH:26][C:25]([CH:28]4[CH2:30][CH:29]4[C:31]([OH:33])=[O:32])=[C:24]([F:36])[CH:23]=3)[CH:15]=2)=[C:11]([CH3:13])[CH:12]=1)[CH3:2]. (4) Given the reactants [N:1]1[CH:6]=[CH:5][CH:4]=[CH:3][C:2]=1[CH:7]=O.[C:9]([O:13][C:14]([CH3:17])([CH3:16])[CH3:15])(=[O:12])[NH:10][NH2:11], predict the reaction product. The product is: [C:14]([O:13][C:9]([NH:10][N:11]=[CH:7][C:2]1[CH:3]=[CH:4][CH:5]=[CH:6][N:1]=1)=[O:12])([CH3:17])([CH3:16])[CH3:15].